From a dataset of Drug-target binding data from BindingDB using Ki measurements. Regression. Given a target protein amino acid sequence and a drug SMILES string, predict the binding affinity score between them. We predict pKi (pKi = -log10(Ki in M); higher means stronger inhibition). Dataset: bindingdb_ki. (1) The drug is CNCCC(Oc1ccccc1C)c1ccccc1. The target protein (P08219) has sequence MKKSPGLSDYLWAWTLFLSTLTGRSYGQPSLQDELKDNTTVFTRILDRLLDGYDNRLRPGLGERVTEVKTDIFVTSFGPVSDHDMEYTIDVFFRQSWKDERLKFKGPMTVLRLNNLMASKIWTPDTFFHNGKKSVAHNMTMPNKLLRITEDGTLLYTMRLTVRAECPMHLEDFPMDAHACPLKFGSYAYTRAEVVYEWTREPARSVVVAEDGSRLNQYDLLGQTVDSGIVQSSTGEYVVMTTHFHLKRKIGYFVIQTYLPCIMTVILSQVSFWLNRESVPARTVFGVTTVLTMTTLSISARNSLPKVAYATAMDWFIAVCYAFVFSALIEFATVNYFTKRGYAWDGKSVVPEKPKKVKDPLIKKNNTYAPTATSYTPNLARGDPGLATIAKSATIEPKEVKPETKPPEPKKTFNSVSKIDRLSRIAFPLLFGIFNLVYWATYLNREPQLKAPTPHQ. The pKi is 6.0. (2) The compound is Cn1cccc1C(=O)N[C@@H](CCn1ccnn1)C(=O)NCc1ccccc1. The target protein (Q08642) has sequence MQPPIRENMLRERTVRLQYGSRVEAVYVLGTQLWTDVYSAAPAGAKTFSLKHSEGVKVEVVRDGEAEEVVTNGKQRWALSPSSTLRLSMAQASTEASSDKVTVNYYEEEGSAPIDQAGLFLTAIEISLDVDADRDGEVEKNNPKKASWTWGPEGQGAILLVNCDRDTPWLPKEDCSDEKVYSKQDLQDMSQMILRTKGPDRLPAGYEIVLYISMSDSDKVGVFYVENPFFGQRYIHILGRQKLYHVVKYTGGSAELLFFVEGLCFPDESFSGLVSIHVSLLEYMAEGIPLTPIFTDTVMFRIAPWIMTPNILPPVSVFVCCMKDNYLFLKEVKNLVEKTNCELKVCFQYMNRGDRWIQDEIEFGYIEAPHKGFPVVLDSPRDGNLKDFPIKQLLGPDFGYVTREPLFETVTSLDSFGNLEVSPPVTVNGKEYPLGRILIGSSFPLSGGRRMTKVVRDFLQAQQVQAPVELYSDWLTVGHVDEFMTFIPIPGKKEFRLLMA.... The pKi is 4.2. (3) The drug is NC(=O)[C@H](CCCN=C(N)N)NC(=O)[C@H](Cc1c[nH]c2ccccc12)NC(=O)CS. The target protein (P14756) has sequence MKKVSTLDLLFVAIMGVSPAAFAADLIDVSKLPSKAAQGAPGPVTLQAAVGAGGADELKAIRSTTLPNGKQVTRYEQFHNGVRVVGEAITEVKGPGKSVAAQRSGHFVANIAADLPGSTTAAVSAEQVLAQAKSLKAQGRKTENDKVELVIRLGENNIAQLVYNVSYLIPGEGLSRPHFVIDAKTGEVLDQWEGLAHAEAGGPGGNQKIGKYTYGSDYGPLIVNDRCEMDDGNVITVDMNSSTDDSKTTPFRFACPTNTYKQVNGAYSPLNDAHFFGGVVFKLYRDWFGTSPLTHKLYMKVHYGRSVENAYWDGTAMLFGDGATMFYPLVSLDVAAHEVSHGFTEQNSGLIYRGQSGGMNEAFSDMAGEAAEFYMRGKNDFLIGYDIKKGSGALRYMDQPSRDGRSIDNASQYYNGIDVHHSSGVYNRAFYLLANSPGWDTRKAFEVFVDANRYYWTATSNYNSGACGVIRSAQNRNYSAADVTRAFSTVGVTCPSAL. The pKi is 4.6. (4) The pKi is 8.7. The target protein (P01303) has sequence MLGNKRLGLSGLTLALSLLVCLGALAEAYPSKPDNPGEDAPAEDMARYYSALRHYINLITRQRYGKRSSPETLISDLLMRESTENVPRTRLEDPAMW. The small molecule is CCC(C)[C@H](NC(=O)[C@H](Cc1ccc(O)cc1)NC(=O)[C@H](CCC[NH+]=C(N)N)NC(=O)[C@H](CCCNC(N)=[NH2+])NC(=O)[C@H](CC(C)C)NC(=O)[C@H](CC(=O)O)NC(=O)[C@H](C)NC(=O)[C@H](C)NC(=O)[C@H](Cc1ccc(O)cc1)NC(=O)[C@H](CCC(N)=O)NC(=O)[C@H](C)NC(=O)[C@H](CCSC)NC(=O)[C@H](CC(N)=O)NC(=O)[C@H](CCC(=O)O)NC(=O)[C@@H]1CCCN1C(=O)[C@@H](NC(=O)[C@H](C)NC(=O)[C@H](CC(N)=O)NC(=O)[C@H](CC(=O)O)NC(=O)C(C)NC(=O)[C@@H]1CCCN1C(=O)[C@H](Cc1ccc(O)cc1)NC(=O)[C@@H](NC(=O)[C@@H]1CCCN1C(=O)[C@H](CCC(=O)O)NC(=O)[C@H](CC(C)C)NC(=O)[C@@H]1CCCN1C(=O)C(C)N)C(C)C)C(C)O)C(=O)N[C@@H](CC(N)=O)C(=O)N[C@@H](CCSC)C(=O)N[C@@H](CC(C)C)C(=O)N[C@H](C(=O)N[C@@H](CCCN=C(N)N)C(=O)N1CCC[C@H]1C(=O)N[C@@H](CCCN=C(N)N)C(=O)N[C@@H](Cc1ccc(O)cc1)C(N)=O)[C@@H](C)O. (5) The compound is COc1cc2nc(N(C)CCCNC(=O)C3CCCO3)nc(N)c2cc1OC. The target protein sequence is MNPDLDTGHNTSAPAHWGELKDANFTGPNQTSSNSTLPQLDVTRAISVGLVLGAFILFAIVGNILVILSVACNRHLRTPTNYFIVNLAIADLLLSFTVLPFSATLEVLGYWVLGRIFCDIWAAVDVLCCTASILSLCAISIDRYIGVRYSLQYPTLVTRRKAILALLSVWVLSTVISIGPLLGWKEPAPNDDKECGVTEEPFYALFSSLGSFYIPLAVILVMYCRVYIVAKRTTKNLEAGVMKEMSNSKELTLRIHSKNFHEDTLSSTKAKGHNPRSSIAVKLFKFSREKKAAKTLGIVVGMFILCWLPFFIALPLGSLFSTLKPPDAVFKVVFWLGYFNSCLNPIIYPCSSKEFKRAFMRILGCQCRGGRRRRRRRRLGGCAYTYRPWTRGGSLERSQSPKDSLDDSGSCMSGSQRTLPSASPSPGYLGLGTQPPVELCASPEWKPGALLSLPEPPGRRGR. The pKi is 8.0. (6) The target protein sequence is MYFLWLISMIAAAMCQEYGYMSEQGVPTPSNWSKVFPLCGGKFQSPINIETKKVKKKSYPDLKISFDNPCGRVTGELLNAGHSPVVNIDSSKGGAKLSGGPLDCDEYALQQFHFHFGCENSRGSEHLIDSQAFPAQLHLVFFNKKYETFQNAVDKPDGLAVLGVLITATCPGNRVLGSFAKKLTKIIEEGASANVTAVDGIKLNYLMPYNNKQGDEDEDDEDIAGDDPDAVEEEEVDAKKKIKYYTYKGSLTTPPCYESVTWIVFKDKIKISNTQLKKFRKLKAQYGGAPGLMCDNIRPVQPLHKRKVYSVLSSRE. The pKi is 6.9. The compound is NS(=O)(=O)c1ccc(N2CCCCS2(=O)=O)cc1. (7) The small molecule is CSCCC(NC(=O)C(CC(C)C)NC(=O)CNC(=O)C(NC(=O)C(Cc1ccccc1)NC(=O)C(Cc1ccccc1)NC(=O)C(CC(=O)O)NC(=O)C(Cc1cnc[nH]1)NC(=O)C(CCSC)NC(=O)C(N)CC(=O)O)C(C)C)C(N)=O. The target protein (Q8C6A8) has sequence MERGLHLGAAAASEDDLFLHKSLGTSAAKRLEAAFRSTPPGMDLSLAPPTRERPASSSSPLGCFEPADPEGAGLRLPPPGGGGGASGGGGGVSVPGLLVGSAGVGGEPSLSSLPAGAALCLKYGESAGRGSVAESSGGEQSPDDDSDGLCELVLRAGGPDPRASPRAGGGSAKVAEGCSNAHLHGGSGLPPGGPTSGGGSGGGGGGSSKKSKEQKALRLNINARERRRMHDLNDALDELRAVIPYAHSPSVRKLSKIATLLLAKNYILMQAQALEEMRRLVAYLNQGQAISAASLPSSAAAAAAAAALHPALGAYEQAAGYPFSAGLPPAASCPEKCALFNSVSSSLCKQCTEKP. The pKi is 8.0.